From a dataset of Forward reaction prediction with 1.9M reactions from USPTO patents (1976-2016). Predict the product of the given reaction. (1) The product is: [CH3:1][O:2][C:3]([C:5]1[N:6]=[C:7]([NH:10][C:11](=[O:34])[C@@H:12]([N:20]2[C:21](=[O:33])[CH:22]([C:23]3[CH:28]=[CH:27][C:26]([O:29][CH3:30])=[C:25]([CH3:31])[CH:24]=3)[NH:32][C:45]2=[O:44])[CH2:13][C:14]2[CH:15]=[CH:16][CH:17]=[CH:18][CH:19]=2)[S:8][CH:9]=1)=[O:4]. Given the reactants [CH3:1][O:2][C:3]([C:5]1[N:6]=[C:7]([NH:10][C:11](=[O:34])[C@@H:12]([NH:20][C:21](=[O:33])[CH:22]([NH2:32])[C:23]2[CH:28]=[CH:27][C:26]([O:29][CH3:30])=[C:25]([CH3:31])[CH:24]=2)[CH2:13][C:14]2[CH:19]=[CH:18][CH:17]=[CH:16][CH:15]=2)[S:8][CH:9]=1)=[O:4].C(N(C(C)C)CC)(C)C.[O:44]=[C:45](Cl)OC(Cl)(Cl)Cl.O, predict the reaction product. (2) The product is: [F:1][C:2]1[CH:7]=[C:6]([C:14](=[O:20])[CH2:15][CH2:16][CH2:17][CH2:18][CH3:19])[CH:5]=[CH:4][C:3]=1[O:8][CH3:9]. Given the reactants [F:1][C:2]1[CH:7]=[CH:6][CH:5]=[CH:4][C:3]=1[O:8][CH3:9].[Cl-].[Al+3].[Cl-].[Cl-].[C:14](Cl)(=[O:20])[CH2:15][CH2:16][CH2:17][CH2:18][CH3:19], predict the reaction product. (3) Given the reactants C[Al](C)C.[C:5]([NH2:9])([CH3:8])([CH3:7])[CH3:6].[Cl:10][C:11]1[CH:16]=[C:15]([C:17](OC)=[O:18])[CH:14]=[C:13]([Cl:21])[N:12]=1, predict the reaction product. The product is: [C:5]([NH:9][C:17](=[O:18])[C:15]1[CH:14]=[C:13]([Cl:21])[N:12]=[C:11]([Cl:10])[CH:16]=1)([CH3:8])([CH3:7])[CH3:6].